This data is from Full USPTO retrosynthesis dataset with 1.9M reactions from patents (1976-2016). The task is: Predict the reactants needed to synthesize the given product. Given the product [Cl:25][C:24]1[CH:23]=[CH:22][C:18]([C:19]([OH:21])=[O:20])=[CH:17][C:16]=1[NH:15][C:2]1[CH:3]=[N:4][CH:5]=[C:6]([C:8]2[CH:13]=[CH:12][C:11]([OH:14])=[CH:10][CH:9]=2)[N:7]=1, predict the reactants needed to synthesize it. The reactants are: Cl[C:2]1[N:7]=[C:6]([C:8]2[CH:13]=[CH:12][C:11]([OH:14])=[CH:10][CH:9]=2)[CH:5]=[N:4][CH:3]=1.[NH2:15][C:16]1[CH:17]=[C:18]([CH:22]=[CH:23][C:24]=1[Cl:25])[C:19]([OH:21])=[O:20].CC1(C)C2C(=C(P(C3C=CC=CC=3)C3C=CC=CC=3)C=CC=2)OC2C(P(C3C=CC=CC=3)C3C=CC=CC=3)=CC=CC1=2.